The task is: Regression. Given a peptide amino acid sequence and an MHC pseudo amino acid sequence, predict their binding affinity value. This is MHC class I binding data.. This data is from Peptide-MHC class I binding affinity with 185,985 pairs from IEDB/IMGT. The peptide sequence is YSKLTKDRK. The MHC is HLA-A03:01 with pseudo-sequence HLA-A03:01. The binding affinity (normalized) is 0.